Predict the reaction yield, written as a fraction of the theoretical maximum amount of product (1.0 means a 100% yield; for example, 0.34 means a 34% yield). From a dataset of Reaction yield outcomes from USPTO patents with 853,638 reactions. (1) The reactants are [CH3:1][CH:2]([CH3:36])[CH2:3][CH:4]([NH:20][C:21]1[CH:35]=[CH:34][C:24]([C:25]([NH:27][CH2:28][CH2:29][C:30]([O:32]C)=[O:31])=[O:26])=[CH:23][N:22]=1)[C:5]1[CH:10]=[CH:9][C:8]([N:11]2[CH:15]=[C:14]([C:16]([F:19])([F:18])[F:17])[CH:13]=[N:12]2)=[CH:7][CH:6]=1.[OH-].[Li+].Cl. The catalyst is O.O1CCCC1. The product is [CH3:1][CH:2]([CH3:36])[CH2:3][CH:4]([NH:20][C:21]1[CH:35]=[CH:34][C:24]([C:25]([NH:27][CH2:28][CH2:29][C:30]([OH:32])=[O:31])=[O:26])=[CH:23][N:22]=1)[C:5]1[CH:6]=[CH:7][C:8]([N:11]2[CH:15]=[C:14]([C:16]([F:17])([F:18])[F:19])[CH:13]=[N:12]2)=[CH:9][CH:10]=1. The yield is 0.520. (2) No catalyst specified. The reactants are CO[C:3](=[O:26])[C:4]1[CH:9]=[CH:8][C:7]([O:10][CH2:11][C:12]2[C:13]([C:18]3[CH:23]=[CH:22][C:21]([F:24])=[C:20]([F:25])[CH:19]=3)=[N:14][O:15][C:16]=2[CH3:17])=[N:6][CH:5]=1.[NH2:27][CH2:28][C:29]([CH3:32])([OH:31])[CH3:30]. The yield is 0.170. The product is [F:25][C:20]1[CH:19]=[C:18]([C:13]2[C:12]([CH2:11][O:10][C:7]3[CH:8]=[CH:9][C:4]([C:3]([NH:27][CH2:28][C:29]([OH:31])([CH3:32])[CH3:30])=[O:26])=[CH:5][N:6]=3)=[C:16]([CH3:17])[O:15][N:14]=2)[CH:23]=[CH:22][C:21]=1[F:24].